This data is from Reaction yield outcomes from USPTO patents with 853,638 reactions. The task is: Predict the reaction yield, written as a fraction of the theoretical maximum amount of product (1.0 means a 100% yield; for example, 0.34 means a 34% yield). (1) The reactants are O[C:2]1([C:23]2[CH:28]=[CH:27][CH:26]=[C:25]([CH:29]([CH3:31])[CH3:30])[CH:24]=2)[C:6]2[CH:7]=[C:8]([NH:13][C:14](=[O:20])[CH2:15][C:16]([CH3:19])([CH3:18])[CH3:17])[C:9]([CH3:12])=[C:10]([CH3:11])[C:5]=2[O:4][C:3]1([CH3:22])[CH3:21]. The catalyst is C(OCC)(=O)C.CCCCCC. The product is [CH:29]([C:25]1[CH:24]=[C:23]([CH:2]2[C:6]3[CH:7]=[C:8]([NH:13][C:14](=[O:20])[CH2:15][C:16]([CH3:19])([CH3:18])[CH3:17])[C:9]([CH3:12])=[C:10]([CH3:11])[C:5]=3[O:4][C:3]2([CH3:22])[CH3:21])[CH:28]=[CH:27][CH:26]=1)([CH3:30])[CH3:31]. The yield is 0.650. (2) The reactants are [F:1][C:2]1[CH:3]=[C:4]2[C:8](=[CH:9][CH:10]=1)[NH:7][CH:6]=[C:5]2[CH2:11][CH2:12][CH2:13][NH:14][CH:15]1[CH2:24][C:23]2[C:22]([C:25]([NH2:27])=[O:26])=[CH:21][CH:20]=[CH:19][C:18]=2[O:17][CH2:16]1.[CH:28]1([CH:31]=O)[CH2:30][CH2:29]1.C(O)(=O)C.C([BH3-])#N.[Na+]. The catalyst is CO. The product is [CH:28]1([CH2:31][N:14]([CH2:13][CH2:12][CH2:11][C:5]2[C:4]3[C:8](=[CH:9][CH:10]=[C:2]([F:1])[CH:3]=3)[NH:7][CH:6]=2)[CH:15]2[CH2:24][C:23]3[C:22]([C:25]([NH2:27])=[O:26])=[CH:21][CH:20]=[CH:19][C:18]=3[O:17][CH2:16]2)[CH2:30][CH2:29]1. The yield is 0.310.